Task: Predict which catalyst facilitates the given reaction.. Dataset: Catalyst prediction with 721,799 reactions and 888 catalyst types from USPTO (1) Reactant: [CH3:1][C:2]([N:7]1[CH:11]=[C:10]([C:12]2[CH:17]=[CH:16][N:15]=[C:14]3[NH:18][CH:19]=[CH:20][C:13]=23)[CH:9]=[N:8]1)([CH3:6])[C:3](O)=[O:4].C1N=C[N:23](C(N2C=NC=C2)=O)C=1.[NH4+].[Cl-]. Product: [CH3:1][C:2]([N:7]1[CH:11]=[C:10]([C:12]2[CH:17]=[CH:16][N:15]=[C:14]3[NH:18][CH:19]=[CH:20][C:13]=23)[CH:9]=[N:8]1)([CH3:6])[C:3]([NH2:23])=[O:4]. The catalyst class is: 3. (2) Reactant: [NH2:1][C:2]1[CH:6]=[CH:5][S:4][C:3]=1[C:7]([NH2:9])=[O:8].C(N(CC)CC)C.[C:17](OC(=O)C)(=[O:19])[CH3:18]. Product: [C:17]([NH:1][C:2]1[CH:6]=[CH:5][S:4][C:3]=1[C:7]([NH2:9])=[O:8])(=[O:19])[CH3:18]. The catalyst class is: 11. (3) Reactant: [H-].[Na+].[OH:3][CH:4]1[CH2:9][CH2:8][N:7]([S:10]([CH3:13])(=[O:12])=[O:11])[CH2:6][CH2:5]1.Br[CH2:15][C:16]#[C:17][CH3:18].O. Product: [CH2:15]([O:3][CH:4]1[CH2:9][CH2:8][N:7]([S:10]([CH3:13])(=[O:12])=[O:11])[CH2:6][CH2:5]1)[C:16]#[C:17][CH3:18]. The catalyst class is: 3. (4) Reactant: Cl.[Br:2][C:3]1[C:4]([CH:10]([CH3:12])[CH3:11])=[N:5][N:6]([CH2:8]Cl)[CH:7]=1.[F:13][C:14]([F:23])([F:22])[CH2:15][CH2:16][CH:17]([C:20]#[N:21])[C:18]#[N:19].C(=O)([O-])[O-].[K+].[K+].O. Product: [Br:2][C:3]1[C:4]([CH:10]([CH3:12])[CH3:11])=[N:5][N:6]([CH2:8][C:17]([CH2:16][CH2:15][C:14]([F:13])([F:22])[F:23])([C:18]#[N:19])[C:20]#[N:21])[CH:7]=1. The catalyst class is: 9.